From a dataset of Forward reaction prediction with 1.9M reactions from USPTO patents (1976-2016). Predict the product of the given reaction. (1) Given the reactants [NH2:1][C:2]1[O:3][C:4]2[C:5](=[C:7]([C:12]([O:14][CH3:15])=[O:13])[CH:8]=[C:9]([Cl:11])[CH:10]=2)[N:6]=1.[C:16]([O:20][C:21](O[C:21]([O:20][C:16]([CH3:19])([CH3:18])[CH3:17])=[O:22])=[O:22])([CH3:19])([CH3:18])[CH3:17], predict the reaction product. The product is: [C:16]([O:20][C:21]([NH:1][C:2]1[O:3][C:4]2[C:5](=[C:7]([C:12]([O:14][CH3:15])=[O:13])[CH:8]=[C:9]([Cl:11])[CH:10]=2)[N:6]=1)=[O:22])([CH3:19])([CH3:18])[CH3:17]. (2) Given the reactants [F:1][C:2]1[CH:7]=[CH:6][CH:5]=[C:4]([F:8])[C:3]=1[C:9]1[NH:13][C:12]([C:14]2[N:19]=[C:18]([NH:20][S:21]([CH:24]([CH3:26])[CH3:25])(=[O:23])=[O:22])[C:17]([N+:27]([O-])=O)=[CH:16][CH:15]=2)=[C:11]([C:30]2[CH:35]=[CH:34][CH:33]=[CH:32][CH:31]=2)[N:10]=1.[BH4-].[Na+], predict the reaction product. The product is: [NH2:27][C:17]1[C:18]([NH:20][S:21]([CH:24]([CH3:26])[CH3:25])(=[O:23])=[O:22])=[N:19][C:14]([C:12]2[NH:13][C:9]([C:3]3[C:2]([F:1])=[CH:7][CH:6]=[CH:5][C:4]=3[F:8])=[N:10][C:11]=2[C:30]2[CH:31]=[CH:32][CH:33]=[CH:34][CH:35]=2)=[CH:15][CH:16]=1. (3) Given the reactants Cl.Cl.[CH3:3][O:4][C:5]1[CH:6]=[C:7]([NH:17][C:18]2[N:33]=[C:21]3[C:22]([C:27]4[CH2:28][CH2:29][NH:30][CH2:31][CH:32]=4)=[CH:23][C:24]([CH3:26])=[CH:25][N:20]3[N:19]=2)[CH:8]=[CH:9][C:10]=1[N:11]1[CH:15]=[C:14]([CH3:16])[N:13]=[CH:12]1.[CH3:34][S:35](Cl)(=[O:37])=[O:36].C(Cl)Cl, predict the reaction product. The product is: [CH3:3][O:4][C:5]1[CH:6]=[C:7]([NH:17][C:18]2[N:33]=[C:21]3[C:22]([C:27]4[CH2:28][CH2:29][N:30]([S:35]([CH3:34])(=[O:37])=[O:36])[CH2:31][CH:32]=4)=[CH:23][C:24]([CH3:26])=[CH:25][N:20]3[N:19]=2)[CH:8]=[CH:9][C:10]=1[N:11]1[CH:15]=[C:14]([CH3:16])[N:13]=[CH:12]1. (4) Given the reactants [CH2:1](O)[C:2](N)(CO)CO.Cl.[C@@H:10]1([N:19]2[C:28]3[N:27]=[CH:26][N:25]=[C:23](N)[C:22]=3[N:21]=[CH:20]2)[O:18][C@H:15]([CH2:16][OH:17])[C@@H:13]([OH:14])[C@H:11]1O.[OH2:29], predict the reaction product. The product is: [C:1]([C@:15]1([CH2:16][OH:17])[O:18][C@@H:10]([N:19]2[C:28]3[N:27]=[CH:26][N:25]=[C:23]([OH:29])[C:22]=3[N:21]=[CH:20]2)[CH2:11][C@@H:13]1[OH:14])#[CH:2]. (5) The product is: [CH:32]1([NH:38][C:16](=[O:18])[CH2:15][CH2:14][N:6]2[C:7]3[CH:8]=[CH:9][C:10]([CH3:13])=[CH:11][C:12]=3[C:4]3[CH2:3][N:2]([CH3:1])[CH2:20][CH2:19][C:5]2=3)[CH2:37][CH2:36][CH2:35][CH2:34][CH2:33]1. Given the reactants [CH3:1][N:2]1[CH2:20][CH2:19][C:5]2[N:6]([CH2:14][CH2:15][C:16]([OH:18])=O)[C:7]3[CH:8]=[CH:9][C:10]([CH3:13])=[CH:11][C:12]=3[C:4]=2[CH2:3]1.CCN=C=NCCCN(C)C.[CH:32]1([NH2:38])[CH2:37][CH2:36][CH2:35][CH2:34][CH2:33]1, predict the reaction product. (6) The product is: [CH2:34]([O:33][C:23]1[CH:22]=[C:21]([O:20][CH2:19][C:18](=[O:41])[O:17][CH2:16][CH2:15][Si:14]([CH3:42])([CH3:43])[CH3:13])[CH:26]=[CH:25][C:24]=1[N:27]([S:2]([NH:5][C:6]([O:12][C:8]([CH3:11])([CH3:10])[CH3:9])=[O:7])(=[O:4])=[O:3])[CH2:28][C:29]([O:31][CH3:32])=[O:30])[C:35]1[CH:36]=[CH:37][CH:38]=[CH:39][CH:40]=1. Given the reactants Cl[S:2]([N:5]=[C:6]=[O:7])(=[O:4])=[O:3].[C:8]([OH:12])([CH3:11])([CH3:10])[CH3:9].[CH3:13][Si:14]([CH3:43])([CH3:42])[CH2:15][CH2:16][O:17][C:18](=[O:41])[CH2:19][O:20][C:21]1[CH:26]=[CH:25][C:24]([NH:27][CH2:28][C:29]([O:31][CH3:32])=[O:30])=[C:23]([O:33][CH2:34][C:35]2[CH:40]=[CH:39][CH:38]=[CH:37][CH:36]=2)[CH:22]=1.C(N(CC)CC)C, predict the reaction product.